Task: Predict the product of the given reaction.. Dataset: Forward reaction prediction with 1.9M reactions from USPTO patents (1976-2016) (1) Given the reactants F[C:2]1[CH:18]=[C:17](F)[CH:16]=[CH:15][C:3]=1[CH2:4][N:5]1[C:13]2[CH:12]=[CH:11][CH:10]=[C:9]([NH2:14])[C:8]=2[CH:7]=[N:6]1.[CH3:20][O:21][C:22]1[CH:27]=[CH:26][N:25]2[C:28]([C:31](O)=[O:32])=[CH:29][N:30]=[C:24]2[CH:23]=1.C(N1C2C=CC=C(N)C=2C=N1)C1C=CC=CC=1, predict the reaction product. The product is: [CH2:4]([N:5]1[C:13]2[C:8](=[C:9]([NH:14][C:31]([C:28]3[N:25]4[CH:26]=[CH:27][C:22]([O:21][CH3:20])=[CH:23][C:24]4=[N:30][CH:29]=3)=[O:32])[CH:10]=[CH:11][CH:12]=2)[CH:7]=[N:6]1)[C:3]1[CH:15]=[CH:16][CH:17]=[CH:18][CH:2]=1. (2) Given the reactants [CH3:1][CH:2]([N:4]([C:14]([C@H:16]1[CH2:21][CH2:20][C@H:19]([C:22]([F:25])([F:24])[F:23])[CH2:18][CH2:17]1)=[O:15])[C:5]1[CH:9]=[CH:8][S:7][C:6]=1[C:10]([O:12][CH3:13])=[O:11])[CH3:3].[Li+].CC([N-]C(C)C)C.C[O:35][B:36](OC)[O:37]C.Cl, predict the reaction product. The product is: [CH3:3][CH:2]([N:4]([C:14]([C@H:16]1[CH2:17][CH2:18][C@H:19]([C:22]([F:25])([F:24])[F:23])[CH2:20][CH2:21]1)=[O:15])[C:5]1[CH:9]=[C:8]([B:36]([OH:37])[OH:35])[S:7][C:6]=1[C:10]([O:12][CH3:13])=[O:11])[CH3:1]. (3) Given the reactants [CH3:1][N:2]=[C:3]=[S:4].C(=O)([O-])[O-].[K+].[K+].[NH2:11][C:12]1[C:16]([C:17]#[N:18])=[C:15]([N:19]2[CH2:24][CH2:23][CH2:22][C@@H:21]([NH:25][C:26]([O:28][C:29]([CH3:32])([CH3:31])[CH3:30])=[O:27])[CH2:20]2)[N:14]([CH2:33][C:34]2[CH:39]=[C:38]([F:40])[CH:37]=[CH:36][C:35]=2[Cl:41])[C:13]=1[C:42]([O:44]CC)=O.C1(C)C=CC=CC=1, predict the reaction product. The product is: [Cl:41][C:35]1[CH:36]=[CH:37][C:38]([F:40])=[CH:39][C:34]=1[CH2:33][N:14]1[C:13]2[C:42](=[O:44])[N:2]([CH3:1])[C:3](=[S:4])[NH:11][C:12]=2[C:16]([C:17]#[N:18])=[C:15]1[N:19]1[CH2:24][CH2:23][CH2:22][C@@H:21]([NH:25][C:26](=[O:27])[O:28][C:29]([CH3:30])([CH3:31])[CH3:32])[CH2:20]1. (4) Given the reactants O[CH2:2][C:3]1[N:8]=[C:7]([CH2:9][CH2:10][C:11]([O:13][C:14]([CH3:17])([CH3:16])[CH3:15])=[O:12])[CH:6]=[CH:5][CH:4]=1.C(Br)(Br)(Br)[Br:19].C1(P(C2C=CC=CC=2)C2C=CC=CC=2)C=CC=CC=1, predict the reaction product. The product is: [Br:19][CH2:2][C:3]1[N:8]=[C:7]([CH2:9][CH2:10][C:11]([O:13][C:14]([CH3:17])([CH3:16])[CH3:15])=[O:12])[CH:6]=[CH:5][CH:4]=1. (5) The product is: [F:1][CH:2]([F:6])[C:3]1[NH:35][C:32]2=[N:33][CH:34]=[C:29]([C:26]3[CH:27]=[CH:28][C:22]4[O:21][CH2:20][CH2:19][N:18]([C:11]5[C:10]6[CH2:9][C:8]([CH3:37])([CH3:7])[CH2:17][CH2:16][C:15]=6[N:14]=[CH:13][N:12]=5)[CH2:24][C:23]=4[CH:25]=3)[CH:30]=[C:31]2[N:36]=1. Given the reactants [F:1][CH:2]([F:6])[C:3](O)=O.[CH3:7][C:8]1([CH3:37])[CH2:17][CH2:16][C:15]2[N:14]=[CH:13][N:12]=[C:11]([N:18]3[CH2:24][C:23]4[CH:25]=[C:26]([C:29]5[CH:30]=[C:31]([NH2:36])[C:32]([NH2:35])=[N:33][CH:34]=5)[CH:27]=[CH:28][C:22]=4[O:21][CH2:20][CH2:19]3)[C:10]=2[CH2:9]1, predict the reaction product. (6) Given the reactants Cl[CH2:2][C:3]1[O:7][C:6]([C:8]2[CH:16]=[C:15]([C:17]3[CH:25]=[CH:24][CH:23]=[C:22]4[C:18]=3[CH:19]=[CH:20][NH:21]4)[CH:14]=[C:13]3[C:9]=2[CH:10]=[N:11][N:12]3S(C2C=CC=CC=2)(=O)=O)=[N:5][N:4]=1.[CH3:35][S:36]([O-:38])=[O:37].[Na+].[OH-].[Na+].Cl, predict the reaction product. The product is: [NH:21]1[C:22]2[C:18](=[C:17]([C:15]3[CH:14]=[C:13]4[C:9]([CH:10]=[N:11][NH:12]4)=[C:8]([C:6]4[O:7][C:3]([CH2:2][S:36]([CH3:35])(=[O:38])=[O:37])=[N:4][N:5]=4)[CH:16]=3)[CH:25]=[CH:24][CH:23]=2)[CH:19]=[CH:20]1. (7) Given the reactants [F:1][C:2]1[CH:7]=[C:6]([N+:8]([O-])=O)[CH:5]=[CH:4][C:3]=1[CH2:11][CH2:12][CH2:13][C:14]([NH:16][CH3:17])=[O:15].CC(O)=O, predict the reaction product. The product is: [NH2:8][C:6]1[CH:5]=[CH:4][C:3]([CH2:11][CH2:12][CH2:13][C:14]([NH:16][CH3:17])=[O:15])=[C:2]([F:1])[CH:7]=1. (8) Given the reactants Cl[C:2]1[N:7]2[N:8]=[C:9]([C:17]3[CH:22]=[CH:21][C:20]([F:23])=[CH:19][CH:18]=3)[C:10]([C:11]3[CH:16]=[CH:15][N:14]=[CH:13][CH:12]=3)=[C:6]2[CH:5]=[CH:4][CH:3]=1.[CH2:24]([NH:26][CH2:27][CH3:28])[CH3:25], predict the reaction product. The product is: [CH2:24]([N:26]([CH2:27][CH3:28])[C:2]1[N:7]2[N:8]=[C:9]([C:17]3[CH:22]=[CH:21][C:20]([F:23])=[CH:19][CH:18]=3)[C:10]([C:11]3[CH:16]=[CH:15][N:14]=[CH:13][CH:12]=3)=[C:6]2[CH:5]=[CH:4][CH:3]=1)[CH3:25]. (9) Given the reactants [C:1]([O:5][C:6]([NH:8][C@H:9]1[CH2:13][CH2:12][C@H:11]([C:14]([OH:16])=[O:15])[CH2:10]1)=[O:7])([CH3:4])([CH3:3])[CH3:2].C1C=CC2N(O)N=NC=2C=1.C(Cl)CCl.[F:31][C:32]([F:44])([C:37]1[CH:42]=[CH:41][C:40]([CH3:43])=[CH:39][CH:38]=1)/[C:33](=[N:35]/O)/[NH2:34].C(=O)(O)[O-].[Na+], predict the reaction product. The product is: [NH2:35]/[C:33](=[N:34]\[O:15][C:14]([C@H:11]1[CH2:12][CH2:13][C@H:9]([NH:8][C:6](=[O:7])[O:5][C:1]([CH3:4])([CH3:2])[CH3:3])[CH2:10]1)=[O:16])/[C:32]([F:44])([F:31])[C:37]1[CH:38]=[CH:39][C:40]([CH3:43])=[CH:41][CH:42]=1.